The task is: Regression. Given a peptide amino acid sequence and an MHC pseudo amino acid sequence, predict their binding affinity value. This is MHC class II binding data.. This data is from Peptide-MHC class II binding affinity with 134,281 pairs from IEDB. (1) The peptide sequence is RPTAWFLPSIRAANV. The MHC is DRB5_0101 with pseudo-sequence DRB5_0101. The binding affinity (normalized) is 0.820. (2) The peptide sequence is QIHQYIMALREEYFD. The MHC is HLA-DPA10201-DPB11401 with pseudo-sequence HLA-DPA10201-DPB11401. The binding affinity (normalized) is 0.306. (3) The peptide sequence is KHIVWASRELERFAV. The MHC is H-2-IAb with pseudo-sequence H-2-IAb. The binding affinity (normalized) is 0.155. (4) The peptide sequence is AMRDMAGRFEVHAQT. The MHC is HLA-DQA10101-DQB10501 with pseudo-sequence HLA-DQA10101-DQB10501. The binding affinity (normalized) is 0.481.